This data is from Retrosynthesis with 50K atom-mapped reactions and 10 reaction types from USPTO. The task is: Predict the reactants needed to synthesize the given product. (1) Given the product CCCCS(=O)c1ccc(C(=O)OC)nc1, predict the reactants needed to synthesize it. The reactants are: CCCCSc1ccc(C(=O)OC)nc1.O=C(OO)c1cccc(Cl)c1. (2) The reactants are: COc1ccc(C(C)CN)c(F)c1. Given the product CC(CN)c1ccc(O)cc1F, predict the reactants needed to synthesize it. (3) Given the product CNC(=O)[C@H]1CN(c2ccc3c(c2)CCOC(=O)N3C)C(=O)O1, predict the reactants needed to synthesize it. The reactants are: CN.COC(=O)[C@H]1CN(c2ccc3c(c2)CCOC(=O)N3C)C(=O)O1. (4) Given the product COC(=O)c1cccc(F)c1-c1ccc(C(F)(F)F)cc1, predict the reactants needed to synthesize it. The reactants are: COC(=O)c1cccc(F)c1OS(=O)(=O)C(F)(F)F.OB(O)c1ccc(C(F)(F)F)cc1.